Dataset: Peptide-MHC class I binding affinity with 185,985 pairs from IEDB/IMGT. Task: Regression. Given a peptide amino acid sequence and an MHC pseudo amino acid sequence, predict their binding affinity value. This is MHC class I binding data. (1) The peptide sequence is NLVIGFLFLA. The MHC is HLA-A68:02 with pseudo-sequence HLA-A68:02. The binding affinity (normalized) is 0.689. (2) The peptide sequence is EDPSSGYYS. The MHC is HLA-A24:02 with pseudo-sequence HLA-A24:02. The binding affinity (normalized) is 0.